From a dataset of Peptide-MHC class II binding affinity with 134,281 pairs from IEDB. Regression. Given a peptide amino acid sequence and an MHC pseudo amino acid sequence, predict their binding affinity value. This is MHC class II binding data. (1) The peptide sequence is IPQEWKPAITVKVLPA. The binding affinity (normalized) is 0.483. The MHC is DRB1_0405 with pseudo-sequence DRB1_0405. (2) The peptide sequence is SAHGSGREVIDAMCH. The MHC is DRB3_0301 with pseudo-sequence DRB3_0301. The binding affinity (normalized) is 0.286.